This data is from Forward reaction prediction with 1.9M reactions from USPTO patents (1976-2016). The task is: Predict the product of the given reaction. (1) The product is: [NH:1]([C:17]([O:19][CH2:20][C:21]1[CH:26]=[CH:25][CH:24]=[CH:23][CH:22]=1)=[O:18])[CH2:2][C:3]([NH:5][C@H:6]([C:14]([NH:39][C@H:40]([C:42]([NH:44][C@H:45]([C:50]([O:52][CH3:53])=[O:51])[CH2:46][CH:47]([CH3:48])[CH3:49])=[O:43])[CH3:41])=[O:16])[CH2:7][C:8]1[CH:9]=[CH:10][CH:11]=[CH:12][CH:13]=1)=[O:4]. Given the reactants [NH:1]([C:17]([O:19][CH2:20][C:21]1[CH:26]=[CH:25][CH:24]=[CH:23][CH:22]=1)=[O:18])[CH2:2][C:3]([NH:5][C@H:6]([C:14]([OH:16])=O)[CH2:7][C:8]1[CH:13]=[CH:12][CH:11]=[CH:10][CH:9]=1)=[O:4].C(N1C=CN=C1)(N1C=CN=C1)=O.[NH2:39][C@H:40]([C:42]([NH:44][C@H:45]([C:50]([O:52][CH3:53])=[O:51])[CH2:46][CH:47]([CH3:49])[CH3:48])=[O:43])[CH3:41], predict the reaction product. (2) Given the reactants [CH3:1][C:2]([CH3:23])([O:4][C:5]([NH:7][C@@H:8]([C:12]12[CH2:21][CH:16]3[CH2:17][CH:18]([CH2:20][C:14]([OH:22])([CH2:15]3)[CH2:13]1)[CH2:19]2)[C:9](O)=[O:10])=[O:6])[CH3:3].CS(Cl)(=O)=O.C(N(C(C)C)CC)(C)C.Cl.[C@H:39]12[CH2:44][C@H:43]1[CH2:42][C@@H:41]([C:45]([NH2:47])=[O:46])[NH:40]2.OC1C2N=NNC=2C=CC=1, predict the reaction product. The product is: [CH3:3][C:2]([CH3:23])([O:4][C:5]([NH:7][C@@H:8]([C:12]12[CH2:19][CH:18]3[CH2:17][CH:16]([CH2:15][C:14]([OH:22])([CH2:20]3)[CH2:13]1)[CH2:21]2)[C:9]([N:40]1[C@H:41]([C:45]([NH2:47])=[O:46])[CH2:42][C@H:43]2[C@@H:39]1[CH2:44]2)=[O:10])=[O:6])[CH3:1].